Task: Predict the reactants needed to synthesize the given product.. Dataset: Full USPTO retrosynthesis dataset with 1.9M reactions from patents (1976-2016) (1) The reactants are: [CH2:1]([O:3][C:4]([C:6]1[CH:11]=[CH:10][C:9]([CH:12]([NH:14][NH:15][C:16]([O:18]C(C)(C)C)=O)[CH3:13])=[CH:8][CH:7]=1)=[O:5])[CH3:2].N(C([C:27]1[CH:37]=[CH:36][C:30](C(OCC)=O)=[CH:29][CH:28]=1)C)N.C(Cl)(=O)C1C=CC=CC=1.C(C1C=C(C)C=C(C(C)(C)C)N=1)(C)(C)C. Given the product [C:16]([NH:15][NH:14][C@@H:12]([C:9]1[CH:8]=[CH:7][C:6]([C:4]([O:3][CH2:1][CH3:2])=[O:5])=[CH:11][CH:10]=1)[CH3:13])(=[O:18])[C:27]1[CH:37]=[CH:36][CH:30]=[CH:29][CH:28]=1, predict the reactants needed to synthesize it. (2) The reactants are: O=[C:2]([CH2:8][C:9](=[O:16])[C:10]1[CH:15]=[CH:14][CH:13]=[CH:12][CH:11]=1)[C:3]([O:5][CH2:6][CH3:7])=[O:4].Cl.O[NH2:19]. Given the product [C:10]1([C:9]2[O:16][N:19]=[C:2]([C:3]([O:5][CH2:6][CH3:7])=[O:4])[CH:8]=2)[CH:15]=[CH:14][CH:13]=[CH:12][CH:11]=1, predict the reactants needed to synthesize it. (3) Given the product [C:15]([C:13]1[CH:14]=[C:9]([NH:8][C:35]([NH:36][C:37]2[C:46]3[C:41](=[CH:42][CH:43]=[CH:44][CH:45]=3)[C:40]([O:47][C:48]3[CH:53]=[CH:52][N:51]=[C:50]([NH:54][C:55]4[CH:60]=[C:59]([O:61][CH2:62][CH2:63][O:64][CH2:65][CH2:66][O:67][CH2:68][CH2:69][O:70][CH3:71])[CH:58]=[C:57]([O:72][CH3:73])[CH:56]=4)[N:49]=3)=[CH:39][CH:38]=2)=[O:34])[C:10]([O:26][CH3:27])=[C:11]([NH:19][S:20]([N:23]([CH3:25])[CH3:24])(=[O:22])=[O:21])[CH:12]=1)([CH3:18])([CH3:17])[CH3:16], predict the reactants needed to synthesize it. The reactants are: C(N(CC)CC)C.[NH2:8][C:9]1[C:10]([O:26][CH3:27])=[C:11]([NH:19][S:20]([N:23]([CH3:25])[CH3:24])(=[O:22])=[O:21])[CH:12]=[C:13]([C:15]([CH3:18])([CH3:17])[CH3:16])[CH:14]=1.C1([O:34][C:35](=O)[NH:36][C:37]2[C:46]3[C:41](=[CH:42][CH:43]=[CH:44][CH:45]=3)[C:40]([O:47][C:48]3[CH:53]=[CH:52][N:51]=[C:50]([NH:54][C:55]4[CH:60]=[C:59]([O:61][CH2:62][CH2:63][O:64][CH2:65][CH2:66][O:67][CH2:68][CH2:69][O:70][CH3:71])[CH:58]=[C:57]([O:72][CH3:73])[CH:56]=4)[N:49]=3)=[CH:39][CH:38]=2)C=CC=CC=1. (4) Given the product [NH2:1][C:2]1[N:10]=[C:9]2[C:5]([N:6]=[CH:7][N:8]2[CH2:11][C:12]2[CH:13]=[CH:14][CH:15]=[CH:16][CH:17]=2)=[C:4]([C:18]#[CH:19])[N:3]=1, predict the reactants needed to synthesize it. The reactants are: [NH2:1][C:2]1[N:10]=[C:9]2[C:5]([N:6]=[CH:7][N:8]2[CH2:11][C:12]2[CH:17]=[CH:16][CH:15]=[CH:14][CH:13]=2)=[C:4]([C:18]#[C:19]C(C)(O)C)[N:3]=1.[OH-].[K+].